Dataset: Catalyst prediction with 721,799 reactions and 888 catalyst types from USPTO. Task: Predict which catalyst facilitates the given reaction. Reactant: [CH3:1][O:2][C:3](=[O:15])[CH:4]([C:9]([CH2:13][CH3:14])([CH3:12])[CH2:10][CH3:11])C(OC)=O.[Li+].[Cl-].O. Product: [CH3:1][O:2][C:3](=[O:15])[CH2:4][C:9]([CH2:13][CH3:14])([CH3:12])[CH2:10][CH3:11]. The catalyst class is: 16.